From a dataset of NCI-60 drug combinations with 297,098 pairs across 59 cell lines. Regression. Given two drug SMILES strings and cell line genomic features, predict the synergy score measuring deviation from expected non-interaction effect. (1) Drug 1: C1CCC(C1)C(CC#N)N2C=C(C=N2)C3=C4C=CNC4=NC=N3. Drug 2: CCN(CC)CCCC(C)NC1=C2C=C(C=CC2=NC3=C1C=CC(=C3)Cl)OC. Cell line: U251. Synergy scores: CSS=10.5, Synergy_ZIP=-6.65, Synergy_Bliss=-5.68, Synergy_Loewe=-23.0, Synergy_HSA=-6.25. (2) Drug 1: CN1CCC(CC1)COC2=C(C=C3C(=C2)N=CN=C3NC4=C(C=C(C=C4)Br)F)OC. Drug 2: CC1CCC2CC(C(=CC=CC=CC(CC(C(=O)C(C(C(=CC(C(=O)CC(OC(=O)C3CCCCN3C(=O)C(=O)C1(O2)O)C(C)CC4CCC(C(C4)OC)OCCO)C)C)O)OC)C)C)C)OC. Cell line: KM12. Synergy scores: CSS=12.4, Synergy_ZIP=5.35, Synergy_Bliss=5.72, Synergy_Loewe=-3.50, Synergy_HSA=1.80.